Dataset: Full USPTO retrosynthesis dataset with 1.9M reactions from patents (1976-2016). Task: Predict the reactants needed to synthesize the given product. (1) The reactants are: [Cl:1][C:2]1[N:7]=[C:6]([O:8][C:9]2[CH:10]=[C:11]([CH:15]=[C:16]3[CH2:21][CH2:20][C:19](=O)[CH2:18][CH2:17]3)[CH:12]=[CH:13][CH:14]=2)[CH:5]=[CH:4][C:3]=1[C:23]([F:26])([F:25])[F:24].[NH3:27].C(O)C.[BH4-].[Na+]. Given the product [Cl:1][C:2]1[N:7]=[C:6]([O:8][C:9]2[CH:10]=[C:11]([CH:15]=[C:16]3[CH2:21][CH2:20][CH:19]([NH2:27])[CH2:18][CH2:17]3)[CH:12]=[CH:13][CH:14]=2)[CH:5]=[CH:4][C:3]=1[C:23]([F:26])([F:25])[F:24], predict the reactants needed to synthesize it. (2) The reactants are: [NH2:1][C:2]1[CH:10]=[CH:9][C:8]([CH2:11][CH3:12])=[CH:7][C:3]=1[C:4]([NH2:6])=O.[Cl:13][C:14]1[CH:22]=[CH:21][CH:20]=[CH:19][C:15]=1[C:16](Cl)=O.[CH3:23][N:24]1[CH2:29][CH2:28][NH:27][CH2:26][CH2:25]1. Given the product [Cl:13][C:14]1[CH:22]=[CH:21][CH:20]=[CH:19][C:15]=1[C:16]1[N:6]=[C:4]([N:27]2[CH2:28][CH2:29][N:24]([CH3:23])[CH2:25][CH2:26]2)[C:3]2[C:2](=[CH:10][CH:9]=[C:8]([CH2:11][CH3:12])[CH:7]=2)[N:1]=1, predict the reactants needed to synthesize it. (3) Given the product [Cl:29][C:20]1[CH:19]=[C:18]([CH:23]=[CH:22][C:21]=1[S:24]([CH2:27][CH3:28])(=[O:25])=[O:26])[CH2:17][C:8]1[C:7]([CH3:30])=[C:6]([CH2:5][C:4]([OH:31])=[O:3])[N:14]2[C:9]=1[CH:10]=[C:11]([C:15]#[N:16])[CH:12]=[CH:13]2, predict the reactants needed to synthesize it. The reactants are: C([O:3][C:4](=[O:31])[CH2:5][C:6]1[N:14]2[C:9]([CH:10]=[C:11]([C:15]#[N:16])[CH:12]=[CH:13]2)=[C:8]([CH2:17][C:18]2[CH:23]=[CH:22][C:21]([S:24]([CH2:27][CH3:28])(=[O:26])=[O:25])=[C:20]([Cl:29])[CH:19]=2)[C:7]=1[CH3:30])C.C(O)C.[OH-].[Li+]. (4) Given the product [Br:1][C:2]1[CH:9]=[C:6]([CH:7]=[O:8])[C:5]2[O:10][CH2:12][O:11][C:4]=2[CH:3]=1, predict the reactants needed to synthesize it. The reactants are: [Br:1][C:2]1[CH:3]=[C:4]([OH:11])[C:5]([OH:10])=[C:6]([CH:9]=1)[CH:7]=[O:8].[C:12](=O)([O-])[O-].[K+].[K+].ICI.